This data is from Forward reaction prediction with 1.9M reactions from USPTO patents (1976-2016). The task is: Predict the product of the given reaction. (1) Given the reactants [Br:1][C:2]1[CH:3]=[CH:4][C:5](F)=[C:6]([CH:8]([C:10]2[CH:15]=[C:14]([CH:16]3[CH2:21][CH2:20][O:19][CH2:18][CH2:17]3)[N:13]=[C:12]([F:22])[C:11]=2[O:23]COC)[OH:9])[CH:7]=1.C[N+]1([O-])CCOCC1.[Cl-].[NH4+].B(Br)(Br)Br.C(=O)(O)[O-].[Na+], predict the reaction product. The product is: [Br:1][C:2]1[CH:7]=[C:6]2[C:5](=[CH:4][CH:3]=1)[O:23][C:11]1[C:12]([F:22])=[N:13][C:14]([CH:16]3[CH2:17][CH2:18][O:19][CH2:20][CH2:21]3)=[CH:15][C:10]=1[C:8]2=[O:9]. (2) Given the reactants [S:1]1[C:12]2[C:4](=[CH:5][N:6]=[C:7]3[C:11]=2[CH:10]=[CH:9][NH:8]3)[CH:3]=[C:2]1[C:13]([OH:15])=O.CCN(C(C)C)C(C)C.CN(C([O:32]N1N=NC2C=CC=NC1=2)=[N+](C)C)C.F[P-](F)(F)(F)(F)F.[NH2:49][C:50]1[CH:51]=[C:52]([CH:66]=[CH:67][CH:68]=1)[C:53]([NH:55][C:56]1[CH:61]=[CH:60][CH:59]=[C:58]([C:62]([F:65])([F:64])[F:63])[CH:57]=1)=[O:54].CN([CH:72]=[O:73])C, predict the reaction product. The product is: [F:63][C:62]([F:64])([F:65])[C:58]1[CH:57]=[C:56]([NH:55][C:53]([C:52]2[CH:51]=[C:50]([NH:49][C:13]([C:2]3[S:1][C:12]4[C:4]([CH:3]=3)=[CH:5][N:6]=[C:7]3[C:11]=4[CH:10]=[CH:9][NH:8]3)=[O:15])[CH:68]=[CH:67][CH:66]=2)=[O:54])[CH:61]=[CH:60][CH:59]=1.[C:72]([OH:73])([C:62]([F:65])([F:64])[F:63])=[O:32]. (3) Given the reactants [Cl:1][C:2]1[CH:3]=[CH:4][C:5]([O:32][CH:33]([F:35])[F:34])=[C:6]([C:8]2[C:13]([O:14][CH3:15])=[CH:12][N:11]([CH:16]([CH2:24][C@@H:25]3[CH2:30][CH2:29][CH2:28][CH2:27][O:26]3)[C:17]([O:19]C(C)(C)C)=[O:18])[C:10](=[O:31])[CH:9]=2)[CH:7]=1.C(O)(C(F)(F)F)=O, predict the reaction product. The product is: [Cl:1][C:2]1[CH:3]=[CH:4][C:5]([O:32][CH:33]([F:35])[F:34])=[C:6]([C:8]2[C:13]([O:14][CH3:15])=[CH:12][N:11]([CH:16]([CH2:24][C@@H:25]3[CH2:30][CH2:29][CH2:28][CH2:27][O:26]3)[C:17]([OH:19])=[O:18])[C:10](=[O:31])[CH:9]=2)[CH:7]=1. (4) Given the reactants [C:1]1([CH:7]([O:14][C:15]([CH:17]2[N:21]3[C:22](=[O:26])[C:23](Br)(Br)[C@H:20]3[S:19](=[O:27])[C:18]2([CH3:29])[CH3:28])=[O:16])[C:8]2[CH:13]=[CH:12][CH:11]=[CH:10][CH:9]=2)[CH:6]=[CH:5][CH:4]=[CH:3][CH:2]=1.S([O-])([O-])(=O)=O.[Bi+3].S([O-])([O-])(=O)=O.S([O-])([O-])(=O)=O.[Bi+3].[Cl-].[Na+].CO, predict the reaction product. The product is: [C:1]1([CH:7]([O:14][C:15]([CH:17]2[N:21]3[C:22](=[O:26])[CH2:23][C@H:20]3[S:19](=[O:27])[C:18]2([CH3:29])[CH3:28])=[O:16])[C:8]2[CH:9]=[CH:10][CH:11]=[CH:12][CH:13]=2)[CH:2]=[CH:3][CH:4]=[CH:5][CH:6]=1.